From a dataset of Forward reaction prediction with 1.9M reactions from USPTO patents (1976-2016). Predict the product of the given reaction. (1) Given the reactants [Cl:1][C:2]1[CH:9]=[C:8]([OH:10])[CH:7]=[CH:6][C:3]=1[CH:4]=[O:5].Br[CH2:12][C:13]([NH2:15])=[O:14].C(=O)([O-])[O-].[Cs+].[Cs+].[I-].[K+].C(=O)([O-])[O-].[K+].[K+].[I-].[Na+], predict the reaction product. The product is: [Cl:1][C:2]1[CH:9]=[C:8]([CH:7]=[CH:6][C:3]=1[CH:4]=[O:5])[O:10][CH2:12][C:13]([NH2:15])=[O:14]. (2) The product is: [CH2:31]([N:14]([CH2:12][CH3:13])[CH2:15][CH2:16][NH:17][C:18]([C:20]1[NH:21][C:22]([CH:29]=[C:5]2[C:4]3[C:8](=[CH:9][CH:10]=[C:2]([Br:1])[CH:3]=3)[NH:7][C:6]2=[O:11])=[C:23]2[C:28]=1[CH2:27][CH2:26][CH2:25][CH2:24]2)=[O:19])[CH3:32]. Given the reactants [Br:1][C:2]1[CH:3]=[C:4]2[C:8](=[CH:9][CH:10]=1)[NH:7][C:6](=[O:11])[CH2:5]2.[CH2:12]([N:14]([CH2:31][CH3:32])[CH2:15][CH2:16][NH:17][C:18]([C:20]1[NH:21][C:22]([CH:29]=O)=[C:23]2[C:28]=1[CH2:27][CH2:26][CH2:25][CH2:24]2)=[O:19])[CH3:13], predict the reaction product. (3) Given the reactants Cl.[F:2][C:3]([F:8])([F:7])[C@@H:4]([NH2:6])[CH3:5].C(=O)([O-])[O-].[K+].[K+].Br[CH2:16][C:17]1[CH:22]=[CH:21][C:20]([F:23])=[CH:19][CH:18]=1, predict the reaction product. The product is: [F:2][C:3]([F:8])([F:7])[C@@H:4]([NH:6][CH2:16][C:17]1[CH:22]=[CH:21][C:20]([F:23])=[CH:19][CH:18]=1)[CH3:5].